Predict the reactants needed to synthesize the given product. From a dataset of Full USPTO retrosynthesis dataset with 1.9M reactions from patents (1976-2016). (1) Given the product [C:10]([Si:14]([CH3:34])([CH3:33])[O:15][CH:16]1[CH2:32][N:20]2[C:21](=[O:31])[CH:22]=[C:23]([C:25]3[CH:26]=[CH:27][CH:28]=[CH:29][CH:30]=3)[N:24]=[C:19]2[N:18]([C:2]2[CH:7]=[CH:6][N:5]=[C:4]([S:8][CH3:9])[N:3]=2)[CH2:17]1)([CH3:13])([CH3:12])[CH3:11], predict the reactants needed to synthesize it. The reactants are: Cl[C:2]1[CH:7]=[CH:6][N:5]=[C:4]([S:8][CH3:9])[N:3]=1.[C:10]([Si:14]([CH3:34])([CH3:33])[O:15][CH:16]1[CH2:32][N:20]2[C:21](=[O:31])[CH:22]=[C:23]([C:25]3[CH:30]=[CH:29][CH:28]=[CH:27][CH:26]=3)[N:24]=[C:19]2[NH:18][CH2:17]1)([CH3:13])([CH3:12])[CH3:11].C1C=CC(P(C2C(C3C(P(C4C=CC=CC=4)C4C=CC=CC=4)=CC=C4C=3C=CC=C4)=C3C(C=CC=C3)=CC=2)C2C=CC=CC=2)=CC=1.CC([O-])(C)C.[Na+]. (2) Given the product [Br-:37].[Cl:8][C:4]1[CH:5]=[CH:6][CH:7]=[C:2]([Cl:1])[C:3]=1[C:9]1[C:34](=[O:35])[N:33]([CH3:36])[C:12]2[N:13]=[C:14]([NH:17][C:18]3[CH:19]=[CH:20][C:21]([O:24][CH2:25][CH2:26][N+:27]4([CH2:38][C:39]5[N:43]([CH3:44])[CH:42]=[N:41][C:40]=5[N+:45]([O-:47])=[O:46])[CH2:28][CH2:29][CH2:30][CH2:31][CH2:32]4)=[CH:22][CH:23]=3)[N:15]=[CH:16][C:11]=2[CH:10]=1, predict the reactants needed to synthesize it. The reactants are: [Cl:1][C:2]1[CH:7]=[CH:6][CH:5]=[C:4]([Cl:8])[C:3]=1[C:9]1[C:34](=[O:35])[N:33]([CH3:36])[C:12]2[N:13]=[C:14]([NH:17][C:18]3[CH:23]=[CH:22][C:21]([O:24][CH2:25][CH2:26][N:27]4[CH2:32][CH2:31][CH2:30][CH2:29][CH2:28]4)=[CH:20][CH:19]=3)[N:15]=[CH:16][C:11]=2[CH:10]=1.[Br:37][CH2:38][C:39]1[N:43]([CH3:44])[CH:42]=[N:41][C:40]=1[N+:45]([O-:47])=[O:46].CCOCC. (3) The reactants are: [Cl:1][C:2]1[CH:3]=[CH:4][C:5]([C:13]2[CH:18]=[CH:17][CH:16]=[CH:15][CH:14]=2)=[C:6]([CH:12]=1)[C:7]([O:9]CC)=[O:8].O.[OH-].[Li+]. Given the product [Cl:1][C:2]1[CH:3]=[CH:4][C:5]([C:13]2[CH:14]=[CH:15][CH:16]=[CH:17][CH:18]=2)=[C:6]([CH:12]=1)[C:7]([OH:9])=[O:8], predict the reactants needed to synthesize it. (4) Given the product [N:25]1([CH2:47][C@@H:45]2[CH2:46][CH2:44][CH2:42][N:41]2[C:40]([C:39]2[CH:52]=[CH:51][C:50]([SH:7]3[CH:6]=[CH:5][CH:4]=[C:3]3[C:1]#[N:2])=[CH:49][CH:53]=2)=[O:38])[CH2:24][CH2:23][CH2:22][CH2:27]1, predict the reactants needed to synthesize it. The reactants are: [C:1]([C:3]1[S:7][C:6](C2C=CC(C(O)=O)=CC=2)=[CH:5][CH:4]=1)#[N:2].CCN=C=N[CH2:22][CH2:23][CH2:24][N:25]([CH3:27])C.Cl.C1C=CC2N([OH:38])N=NC=2C=1.[CH3:39][CH2:40][N:41]([CH:45]([CH3:47])[CH3:46])[CH:42]([CH3:44])C.N1[CH2:52][CH2:51][CH2:50][C@H:49]1[CH2:53]N1CCCC1. (5) Given the product [N:29]1([C:26]2[N:27]=[CH:28][C:23]([C:20]3[CH:21]=[N:22][C:17]4[N:18]([C:14]([C:11]5([C:7]6[CH:6]=[C:5]7[C:10](=[CH:9][CH:8]=6)[N:1]=[CH:2][CH:3]=[CH:4]7)[CH2:13][CH2:12]5)=[CH:15][N:16]=4)[CH:19]=3)=[CH:24][CH:25]=2)[CH2:30][CH2:31][NH:32][CH2:33][CH2:34]1, predict the reactants needed to synthesize it. The reactants are: [N:1]1[C:10]2[C:5](=[CH:6][C:7]([C:11]3([C:14]4[N:18]5[CH:19]=[C:20]([C:23]6[CH:24]=[CH:25][C:26]([N:29]7[CH2:34][CH2:33][N:32](C(OC(C)(C)C)=O)[CH2:31][CH2:30]7)=[N:27][CH:28]=6)[CH:21]=[N:22][C:17]5=[N:16][CH:15]=4)[CH2:13][CH2:12]3)=[CH:8][CH:9]=2)[CH:4]=[CH:3][CH:2]=1.FC(F)(F)C(O)=O. (6) Given the product [NH2:17][C@@:5]1([CH2:20][OH:19])[C:4]2[CH:3]=[C:2]([Br:1])[CH:15]=[CH:14][C:13]=2[O:12][C:11]2[C:6]1=[CH:7][C:8]([I:16])=[CH:9][CH:10]=2, predict the reactants needed to synthesize it. The reactants are: [Br:1][C:2]1[CH:15]=[CH:14][C:13]2[O:12][C:11]3[C:6](=[CH:7][C:8]([I:16])=[CH:9][CH:10]=3)[C@:5]3([CH2:20][O:19]C(=O)[NH:17]3)[C:4]=2[CH:3]=1.[OH-].[K+].